Dataset: Catalyst prediction with 721,799 reactions and 888 catalyst types from USPTO. Task: Predict which catalyst facilitates the given reaction. Reactant: [C:1]([O:4][C@H:5](/[CH:7]=[CH:8]\[C:9]([NH:11][C@@H:12]1[CH2:17][C@H:16]([CH3:18])[C@H:15]([CH2:19]/[CH:20]=[C:21](\[CH3:59])/[CH:22]=[CH:23]/[C@H:24]2[O:31][C@H:30]([CH2:32][C:33]([NH:35]/[N:36]=[C:37](/[C:39]3[CH:44]=[CH:43][C:42]([O:45][CH2:46][CH2:47][CH2:48][C:49]([O:51]N4C(=O)CCC4=O)=[O:50])=[CH:41][CH:40]=3)\[CH3:38])=[O:34])[CH2:29][C@:26]3([O:28][CH2:27]3)[CH2:25]2)[O:14][C@@H:13]1[CH3:60])=[O:10])[CH3:6])(=[O:3])[CH3:2].C1CCC(N=C=NC2CCCCC2)CC1.ON1C(=O)CCC1=O. Product: [C:1]([O:4][C@@H:5]([CH3:6])/[CH:7]=[CH:8]\[C:9]([NH:11][C@H:12]1[C@@H:13]([CH3:60])[O:14][C@@H:15]([CH2:19]/[CH:20]=[C:21](\[CH3:59])/[CH:22]=[CH:23]/[C@@H:24]2[CH2:25][C@@:26]3([O:28][CH2:27]3)[CH2:29][C@@H:30]([CH2:32][C:33]([NH:35]/[N:36]=[C:37](/[C:39]3[CH:44]=[CH:43][C:42]([O:45][CH2:46][CH2:47][CH2:48][C:49]([OH:51])=[O:50])=[CH:41][CH:40]=3)\[CH3:38])=[O:34])[O:31]2)[C@@H:16]([CH3:18])[CH2:17]1)=[O:10])(=[O:3])[CH3:2]. The catalyst class is: 7.